Dataset: Catalyst prediction with 721,799 reactions and 888 catalyst types from USPTO. Task: Predict which catalyst facilitates the given reaction. Reactant: [Br:1][C:2]1[CH:7]=[CH:6][C:5]([C:8](=[O:12])[CH:9]([OH:11])[OH:10])=[CH:4][C:3]=1[F:13].O=[CH:15][CH:16]=O.C([O-])([O-])O[CH2:20][CH3:21].C1(C)C=CC(S(O)(=O)=O)=CC=1. Product: [Br:1][C:2]1[CH:7]=[CH:6][C:5]([C:8](=[O:12])[CH:9]([O:10][CH2:15][CH3:16])[O:11][CH2:20][CH3:21])=[CH:4][C:3]=1[F:13]. The catalyst class is: 133.